Predict which catalyst facilitates the given reaction. From a dataset of Catalyst prediction with 721,799 reactions and 888 catalyst types from USPTO. Reactant: [CH3:1][N:2](C(ON1N=NC2C=CC=NC1=2)=[N+](C)C)[CH3:3].F[P-](F)(F)(F)(F)F.[CH3:25][O:26][C:27]1[CH:28]=[C:29]([CH:35]=[CH:36][C:37]=1[N+:38]([O-:40])=[O:39])[O:30][CH2:31][C:32](O)=[O:33].[Na].Cl.CNC.C(N(C(C)C)C(C)C)C. Product: [CH3:25][O:26][C:27]1[CH:28]=[C:29]([CH:35]=[CH:36][C:37]=1[N+:38]([O-:40])=[O:39])[O:30][CH2:31][C:32]([N:2]([CH3:3])[CH3:1])=[O:33]. The catalyst class is: 2.